This data is from NCI-60 drug combinations with 297,098 pairs across 59 cell lines. The task is: Regression. Given two drug SMILES strings and cell line genomic features, predict the synergy score measuring deviation from expected non-interaction effect. Drug 1: CCC(=C(C1=CC=CC=C1)C2=CC=C(C=C2)OCCN(C)C)C3=CC=CC=C3.C(C(=O)O)C(CC(=O)O)(C(=O)O)O. Drug 2: CC1C(C(CC(O1)OC2CC(CC3=C2C(=C4C(=C3O)C(=O)C5=CC=CC=C5C4=O)O)(C(=O)C)O)N)O. Cell line: TK-10. Synergy scores: CSS=52.2, Synergy_ZIP=0.805, Synergy_Bliss=0.0369, Synergy_Loewe=-12.2, Synergy_HSA=1.30.